From a dataset of Reaction yield outcomes from USPTO patents with 853,638 reactions. Predict the reaction yield, written as a fraction of the theoretical maximum amount of product (1.0 means a 100% yield; for example, 0.34 means a 34% yield). The reactants are [N+:1]([C:4]1[CH:5]=[N:6][CH:7]=[CH:8][C:9]=1[NH2:10])([O-:3])=[O:2].CC([O-])=O.[Na+].[Br:16]Br.C([O-])(O)=O.[Na+]. The catalyst is O.C(O)(=O)C. The product is [Br:16][C:8]1[CH:7]=[N:6][CH:5]=[C:4]([N+:1]([O-:3])=[O:2])[C:9]=1[NH2:10]. The yield is 0.770.